Dataset: Catalyst prediction with 721,799 reactions and 888 catalyst types from USPTO. Task: Predict which catalyst facilitates the given reaction. (1) Reactant: [CH2:1]([C:8]1[S:12][C:11]([C:13]2[CH:18]=[C:17]([F:19])[CH:16]=[CH:15][C:14]=2[F:20])=[N:10][C:9]=1[C@H:21]([N:26]([CH2:34][C@H:35]1[C@@H:39]([F:40])[CH2:38][N:37](C(OCC2C=CC=CC=2)=O)[CH2:36]1)[C:27]([C@@H:29]1[CH2:33][CH2:32][CH2:31][O:30]1)=[O:28])[C:22]([CH3:25])([CH3:24])[CH3:23])[C:2]1[CH:7]=[CH:6][CH:5]=[CH:4][CH:3]=1. Product: [CH2:1]([C:8]1[S:12][C:11]([C:13]2[CH:18]=[C:17]([F:19])[CH:16]=[CH:15][C:14]=2[F:20])=[N:10][C:9]=1[C@H:21]([N:26]([CH2:34][C@H:35]1[C@@H:39]([F:40])[CH2:38][NH:37][CH2:36]1)[C:27]([C@@H:29]1[CH2:33][CH2:32][CH2:31][O:30]1)=[O:28])[C:22]([CH3:25])([CH3:24])[CH3:23])[C:2]1[CH:3]=[CH:4][CH:5]=[CH:6][CH:7]=1. The catalyst class is: 29. (2) Reactant: [N:1]([C:4]1([C:10]([O:12][CH3:13])=[O:11])[CH2:9][CH2:8][CH2:7][CH2:6][CH2:5]1)=[C:2]=[O:3].[Cl:14][C:15]1[CH:21]=[CH:20][C:18]([NH2:19])=[CH:17][C:16]=1[F:22]. Product: [Cl:14][C:15]1[CH:21]=[CH:20][C:18]([NH:19][C:2]([NH:1][C:4]2([C:10]([O:12][CH3:13])=[O:11])[CH2:9][CH2:8][CH2:7][CH2:6][CH2:5]2)=[O:3])=[CH:17][C:16]=1[F:22]. The catalyst class is: 22. (3) Reactant: [CH3:1][C:2]([C:10]([Cl:12])=[CH2:11])([CH3:9])[C:3]1[CH:8]=[CH:7][CH:6]=[CH:5][CH:4]=1.[CH:13]([Br:16])(Br)[Br:14].[OH-].[K+]. Product: [CH3:9][C:2]([C:10]1([Cl:12])[CH2:11][C:13]1([Br:16])[Br:14])([CH3:1])[C:3]1[CH:4]=[CH:5][CH:6]=[CH:7][CH:8]=1. The catalyst class is: 2. (4) Reactant: [C:1]([O:4][CH2:5][CH2:6][O:7][C:8]1[C:12](C(OC(C)(C)C)=O)=[C:11]([NH2:20])[N:10]([CH3:21])[N:9]=1)(=[O:3])[CH3:2].[H-].[Na+].[C:24]([C:28]1[CH:33]=[CH:32][C:31]([S:34](Cl)(=[O:36])=[O:35])=[CH:30][CH:29]=1)([CH3:27])([CH3:26])[CH3:25].[Cl-].[NH4+]. The catalyst class is: 30. Product: [C:1]([O:4][CH2:5][CH2:6][O:7][C:8]1[CH:12]=[C:11]([NH:20][S:34]([C:31]2[CH:32]=[CH:33][C:28]([C:24]([CH3:27])([CH3:26])[CH3:25])=[CH:29][CH:30]=2)(=[O:36])=[O:35])[N:10]([CH3:21])[N:9]=1)(=[O:3])[CH3:2]. (5) Reactant: Br[C:2]1[CH:7]=[CH:6][CH:5]=[C:4](Br)[N:3]=1.[NH2:9][CH2:10][CH2:11][NH2:12].[CH3:13][O:14][C:15]1[CH:20]=[CH:19][CH:18]=[CH:17][C:16]=1B(O)O. Product: [CH3:13][O:14][C:15]1[CH:20]=[CH:19][CH:18]=[CH:17][C:16]=1[C:4]1[N:3]=[C:2]([NH:9][CH2:10][CH2:11][NH:12][CH2:16][C:15]([N:9]2[CH2:19][CH2:18][CH2:17][C@H:10]2[C:11]#[N:12])=[O:14])[CH:7]=[CH:6][CH:5]=1. The catalyst class is: 1. (6) Reactant: [Cl:1][C:2]1[C:3]([CH3:12])=[C:4]([CH2:8][C:9]([OH:11])=[O:10])[CH:5]=[CH:6][CH:7]=1.[CH3:13]O.Cl. Product: [Cl:1][C:2]1[C:3]([CH3:12])=[C:4]([CH2:8][C:9]([O:11][CH3:13])=[O:10])[CH:5]=[CH:6][CH:7]=1. The catalyst class is: 27. (7) Reactant: [CH3:1][N:2]([CH2:26][C:27]1[CH:36]=[CH:35][C:30]([C:31]([O:33][CH3:34])=[O:32])=[CH:29][CH:28]=1)[CH2:3][CH:4]([N:6]([CH3:25])[CH2:7][C:8](=[O:24])[NH:9][C:10]1[CH:15]=[CH:14][C:13]([O:16]CC2C=CC=CC=2)=[CH:12][CH:11]=1)[CH3:5]. Product: [CH3:1][N:2]([CH2:26][C:27]1[CH:28]=[CH:29][C:30]([C:31]([O:33][CH3:34])=[O:32])=[CH:35][CH:36]=1)[CH2:3][CH:4]([N:6]([CH3:25])[CH2:7][C:8](=[O:24])[NH:9][C:10]1[CH:15]=[CH:14][C:13]([OH:16])=[CH:12][CH:11]=1)[CH3:5]. The catalyst class is: 19. (8) Reactant: [N:1]1[CH:6]=[C:5]([C@@H:7]2[CH2:12][CH2:11][CH2:10][N:8]2[CH3:9])[CH:4]=[CH:3][CH:2]=1.[Br:13][CH2:14][CH2:15][CH2:16][CH2:17][CH2:18][CH2:19][CH:20]=[CH2:21]. Product: [Br-:13].[CH3:9][N:8]1[CH2:10][CH2:11][CH2:12][C@H:7]1[C:5]1[CH:6]=[N+:1]([CH2:21][CH2:20][CH2:19][CH2:18][CH2:17][CH2:16][CH:15]=[CH2:14])[CH:2]=[CH:3][CH:4]=1. The catalyst class is: 52.